This data is from Reaction yield outcomes from USPTO patents with 853,638 reactions. The task is: Predict the reaction yield, written as a fraction of the theoretical maximum amount of product (1.0 means a 100% yield; for example, 0.34 means a 34% yield). The reactants are [CH3:1][O:2][C:3]1[CH:12]=[CH:11][C:6]2[CH:7]=[C:8]([CH3:10])[O:9][C:5]=2[CH:4]=1.[C:13](Cl)(=[O:17])C(Cl)=O.[Al+3].[Cl-].[Cl-].[Cl-].[CH2:23]([NH2:27])[CH:24]([CH3:26])[CH3:25]. No catalyst specified. The product is [CH2:23]([NH:27][C:13]([C:7]1[C:6]2[CH:11]=[CH:12][C:3]([O:2][CH3:1])=[CH:4][C:5]=2[O:9][C:8]=1[CH3:10])=[O:17])[CH:24]([CH3:26])[CH3:25]. The yield is 0.730.